Dataset: Merck oncology drug combination screen with 23,052 pairs across 39 cell lines. Task: Regression. Given two drug SMILES strings and cell line genomic features, predict the synergy score measuring deviation from expected non-interaction effect. (1) Drug 1: N.N.O=C(O)C1(C(=O)O)CCC1.[Pt]. Drug 2: CS(=O)(=O)CCNCc1ccc(-c2ccc3ncnc(Nc4ccc(OCc5cccc(F)c5)c(Cl)c4)c3c2)o1. Cell line: LOVO. Synergy scores: synergy=29.3. (2) Drug 2: O=C(O)C1(Cc2cccc(Nc3nccs3)n2)CCC(Oc2cccc(Cl)c2F)CC1. Drug 1: Nc1ccn(C2OC(CO)C(O)C2(F)F)c(=O)n1. Cell line: A2780. Synergy scores: synergy=-0.750. (3) Drug 1: CC(C)CC(NC(=O)C(Cc1ccccc1)NC(=O)c1cnccn1)B(O)O. Drug 2: NC1CCCCC1N.O=C(O)C(=O)O.[Pt+2]. Cell line: OV90. Synergy scores: synergy=-21.9. (4) Drug 1: N.N.O=C(O)C1(C(=O)O)CCC1.[Pt]. Drug 2: O=C(CCCCCCC(=O)Nc1ccccc1)NO. Cell line: NCIH460. Synergy scores: synergy=3.89. (5) Drug 1: O=S1(=O)NC2(CN1CC(F)(F)F)C1CCC2Cc2cc(C=CCN3CCC(C(F)(F)F)CC3)ccc2C1. Drug 2: Cn1c(=O)n(-c2ccc(C(C)(C)C#N)cc2)c2c3cc(-c4cnc5ccccc5c4)ccc3ncc21. Cell line: UWB1289. Synergy scores: synergy=17.0. (6) Drug 1: CN(Cc1cnc2nc(N)nc(N)c2n1)c1ccc(C(=O)NC(CCC(=O)O)C(=O)O)cc1. Drug 2: C=CCn1c(=O)c2cnc(Nc3ccc(N4CCN(C)CC4)cc3)nc2n1-c1cccc(C(C)(C)O)n1. Cell line: KPL1. Synergy scores: synergy=-13.0. (7) Drug 1: CN(Cc1cnc2nc(N)nc(N)c2n1)c1ccc(C(=O)NC(CCC(=O)O)C(=O)O)cc1. Drug 2: O=C(NOCC(O)CO)c1ccc(F)c(F)c1Nc1ccc(I)cc1F. Cell line: HCT116. Synergy scores: synergy=-28.2.